The task is: Regression. Given a peptide amino acid sequence and an MHC pseudo amino acid sequence, predict their binding affinity value. This is MHC class I binding data.. This data is from Peptide-MHC class I binding affinity with 185,985 pairs from IEDB/IMGT. (1) The peptide sequence is LQLTAVFAY. The MHC is HLA-A69:01 with pseudo-sequence HLA-A69:01. The binding affinity (normalized) is 0.0847. (2) The peptide sequence is KQQKVYALF. The MHC is HLA-A02:03 with pseudo-sequence HLA-A02:03. The binding affinity (normalized) is 0. (3) The peptide sequence is VYTNAIQYV. The MHC is HLA-A66:01 with pseudo-sequence HLA-A66:01. The binding affinity (normalized) is 0.213. (4) The peptide sequence is TAEQLSKYV. The MHC is HLA-A02:02 with pseudo-sequence HLA-A02:02. The binding affinity (normalized) is 0.209.